This data is from Reaction yield outcomes from USPTO patents with 853,638 reactions. The task is: Predict the reaction yield, written as a fraction of the theoretical maximum amount of product (1.0 means a 100% yield; for example, 0.34 means a 34% yield). (1) The reactants are [NH2:1][C:2]1[CH:3]=[C:4]([CH:21]=[CH:22][CH:23]=1)[CH2:5][N:6]1[CH:15]=[CH:14][C:13]2[C:8](=[CH:9][C:10]([C:16]([O:18][CH3:19])=[O:17])=[CH:11][CH:12]=2)[C:7]1=[O:20].Cl.[C:25]([O:29][C:30]([N:32]1[CH2:37][CH2:36][C:35]([CH3:41])([C:38](O)=[O:39])[CH2:34][CH2:33]1)=[O:31])([CH3:28])([CH3:27])[CH3:26].Cl.CN(C)CCCN=C=NCC. The catalyst is N1C=CC=CC=1. The product is [C:25]([O:29][C:30]([N:32]1[CH2:37][CH2:36][C:35]([C:38]([NH:1][C:2]2[CH:3]=[C:4]([CH:21]=[CH:22][CH:23]=2)[CH2:5][N:6]2[CH:15]=[CH:14][C:13]3[C:8](=[CH:9][C:10]([C:16]([O:18][CH3:19])=[O:17])=[CH:11][CH:12]=3)[C:7]2=[O:20])=[O:39])([CH3:41])[CH2:34][CH2:33]1)=[O:31])([CH3:28])([CH3:27])[CH3:26]. The yield is 0.830. (2) The reactants are C([C:5]([N:7]([CH2:12][C:13]1[CH:18]=[CH:17][C:16](B(O)O)=[CH:15][CH:14]=1)[CH2:8][CH2:9][CH2:10][F:11])=[O:6])(C)(C)C.CC[OH:24].[F:25][C:26]1[CH:27]=[C:28]([N:33]2[CH2:37][C@H:36]([CH2:38][NH:39][C:40](=[O:42])[CH3:41])[O:35][C:34]2=[O:43])[CH:29]=[CH:30][C:31]=1I.C([O-])([O-])=O.[K+].[K+].[C:50]1([CH3:56])[CH:55]=CC=C[CH:51]=1. The catalyst is C1C=CC([P]([Pd]([P](C2C=CC=CC=2)(C2C=CC=CC=2)C2C=CC=CC=2)([P](C2C=CC=CC=2)(C2C=CC=CC=2)C2C=CC=CC=2)[P](C2C=CC=CC=2)(C2C=CC=CC=2)C2C=CC=CC=2)(C2C=CC=CC=2)C2C=CC=CC=2)=CC=1.O. The product is [C:50]([O:24][C:5](=[O:6])[N:7]([CH2:12][C:13]1[CH:14]=[CH:15][C:16]([C:31]2[CH:30]=[CH:29][C:28]([N:33]3[CH2:37][C@H:36]([CH2:38][NH:39][C:40](=[O:42])[CH3:41])[O:35][C:34]3=[O:43])=[CH:27][C:26]=2[F:25])=[CH:17][CH:18]=1)[CH2:8][CH2:9][CH2:10][F:11])([CH3:56])([CH3:55])[CH3:51]. The yield is 0.300. (3) The reactants are [CH:1]1([C:18]([O:20][C@@H:21]2[CH:26]3[CH2:27][CH2:28][N:23]([CH2:24][CH2:25]3)[CH2:22]2)=[O:19])[C:10]2[C:5](=[CH:6][CH:7]=[CH:8][CH:9]=2)[CH2:4][CH2:3][N:2]1[C:11](OC(C)(C)C)=O.Cl.O1CCOCC1.[Cl:36][C:37]1[CH:38]=[N+:39]([O-:66])[CH:40]=[C:41]([Cl:65])[C:42]=1[CH2:43][C@H:44]([O:55][C:56]([C:58]1[S:59][C:60](C=O)=[CH:61][CH:62]=1)=[O:57])[C:45]1[CH:50]=[CH:49][C:48]([O:51][CH3:52])=[C:47]([O:53][CH3:54])[CH:46]=1.C(O)(=O)C.C(O[BH-](OC(=O)C)OC(=O)C)(=O)C.[Na+]. The catalyst is C(OCC)(=O)C.C(#N)C. The product is [N:23]12[CH2:24][CH2:25][CH:26]([CH2:27][CH2:28]1)[C@@H:21]([O:20][C:18]([CH:1]1[C:10]3[C:5](=[CH:6][CH:7]=[CH:8][CH:9]=3)[CH2:4][CH2:3][N:2]1[CH2:11][C:60]1[S:59][C:58]([C:56]([O:55][C@H:44]([C:45]3[CH:50]=[CH:49][C:48]([O:51][CH3:52])=[C:47]([O:53][CH3:54])[CH:46]=3)[CH2:43][C:42]3[C:41]([Cl:65])=[CH:40][N+:39]([O-:66])=[CH:38][C:37]=3[Cl:36])=[O:57])=[CH:62][CH:61]=1)=[O:19])[CH2:22]2. The yield is 0.180. (4) The reactants are [C:1]([O:5][C:6]([NH:8][CH:9]([CH2:13][CH:14]1[CH2:18][CH2:17][CH2:16][CH2:15]1)[C:10](O)=[O:11])=[O:7])([CH3:4])([CH3:3])[CH3:2].CN1CCOCC1.ClC(OCC(C)C)=O.[BH4-].[Na+]. The catalyst is C1COCC1.O. The product is [CH:14]1([CH2:13][CH:9]([NH:8][C:6](=[O:7])[O:5][C:1]([CH3:3])([CH3:2])[CH3:4])[CH2:10][OH:11])[CH2:15][CH2:16][CH2:17][CH2:18]1. The yield is 0.720. (5) The reactants are Br[C:2]1[CH:7]=[CH:6][N:5]=[C:4]([O:8][CH3:9])[C:3]=1Br.[F:11][C:12]([F:22])([F:21])[C:13]1[N:18]=[CH:17][C:16]([CH2:19][OH:20])=[CH:15][CH:14]=1.CC1C=NC2C(C=1C)=CC=C1C=2N=CC(C)=C1C.C([O-])([O-])=O.[Cs+].[Cs+]. The catalyst is C1(C)C=CC=CC=1.[Cu]I. The product is [CH3:9][O:8][C:4]1[CH:3]=[C:2]([O:20][CH2:19][C:16]2[CH:17]=[N:18][C:13]([C:12]([F:22])([F:11])[F:21])=[CH:14][CH:15]=2)[CH:7]=[CH:6][N:5]=1. The yield is 0.720. (6) The reactants are Br[C:2]1[C:7]2[S:8][C:9]([C:11]3[C:16]([F:17])=[CH:15][CH:14]=[CH:13][C:12]=3[Cl:18])=[N:10][C:6]=2[CH:5]=[CH:4][N:3]=1.C[C:20]1[N:25]=[C:24](N)[CH:23]=[C:22]([N:27]2CCOCC2)[N:21]=1.CC1(C)[C:60]2[C:55](=C(P(C3C=CC=CC=3)C3C=CC=CC=3)C=CC=2)[O:54]C2C(P(C3C=CC=CC=3)C3C=CC=CC=3)=CC=CC1=2.C([O-])([O-])=[O:76].[Cs+].[Cs+]. The catalyst is O1CCOCC1.C1C=CC(/C=C/C(/C=C/C2C=CC=CC=2)=O)=CC=1.C1C=CC(/C=C/C(/C=C/C2C=CC=CC=2)=O)=CC=1.C1C=CC(/C=C/C(/C=C/C2C=CC=CC=2)=O)=CC=1.[Pd].[Pd]. The product is [Cl:18][C:12]1[CH:13]=[CH:14][CH:15]=[C:16]([F:17])[C:11]=1[C:9]1[S:8][C:7]2[C:2]([NH:27][C:22]3[N:21]=[CH:20][N:25]=[C:24]([CH:60]([OH:76])[CH2:55][OH:54])[CH:23]=3)=[N:3][CH:4]=[CH:5][C:6]=2[N:10]=1. The yield is 0.600. (7) The reactants are [Cl:1][C:2]1[CH:7]=[CH:6][C:5]([CH2:8][CH2:9][NH:10][C:11]([C:13]2[CH:17]=[C:16]([NH2:18])[NH:15][N:14]=2)=[O:12])=[CH:4][CH:3]=1.[CH2:19]([O:21][C:22](=[O:33])[C:23](=[CH:29]OCC)[C:24](OCC)=[O:25])[CH3:20]. The catalyst is C(O)(=O)C. The product is [CH2:19]([O:21][C:22]([C:23]1[C:24](=[O:25])[N:15]2[N:14]=[C:13]([C:11](=[O:12])[NH:10][CH2:9][CH2:8][C:5]3[CH:6]=[CH:7][C:2]([Cl:1])=[CH:3][CH:4]=3)[CH:17]=[C:16]2[NH:18][CH:29]=1)=[O:33])[CH3:20]. The yield is 0.380. (8) The catalyst is C1COCC1.CCCCCC. The product is [Cl:1][C:2]1[C:3]2[C:10]([CH:37]([C:36]3[CH:35]=[N:34][CH:33]=[C:32]([N:31]=[C:24]([C:25]4[CH:30]=[CH:29][CH:28]=[CH:27][CH:26]=4)[C:18]4[CH:23]=[CH:22][CH:21]=[CH:20][CH:19]=4)[CH:39]=3)[OH:38])=[CH:9][N:8]([CH3:12])[C:4]=2[N:5]=[CH:6][N:7]=1. The reactants are [Cl:1][C:2]1[C:3]2[C:10](I)=[CH:9][N:8]([CH3:12])[C:4]=2[N:5]=[CH:6][N:7]=1.[Li]CCCC.[C:18]1([C:24](=[N:31][C:32]2[CH:33]=[N:34][CH:35]=[C:36]([CH:39]=2)[CH:37]=[O:38])[C:25]2[CH:30]=[CH:29][CH:28]=[CH:27][CH:26]=2)[CH:23]=[CH:22][CH:21]=[CH:20][CH:19]=1. The yield is 0.480.